From a dataset of Peptide-MHC class I binding affinity with 185,985 pairs from IEDB/IMGT. Regression. Given a peptide amino acid sequence and an MHC pseudo amino acid sequence, predict their binding affinity value. This is MHC class I binding data. The peptide sequence is RTGLLVISGL. The MHC is Mamu-A02 with pseudo-sequence Mamu-A02. The binding affinity (normalized) is 0.571.